Dataset: Forward reaction prediction with 1.9M reactions from USPTO patents (1976-2016). Task: Predict the product of the given reaction. (1) Given the reactants Cl[CH2:2][C:3]1[N:12]=[C:11]([NH:13][C:14]2[CH:19]=[CH:18][CH:17]=[CH:16][CH:15]=2)[C:10]2[C:5](=[CH:6][CH:7]=[CH:8][CH:9]=2)[N:4]=1.[N-:20]=[N+:21]=[N-:22].[Na+].O, predict the reaction product. The product is: [N:20]([CH2:2][C:3]1[N:12]=[C:11]([NH:13][C:14]2[CH:19]=[CH:18][CH:17]=[CH:16][CH:15]=2)[C:10]2[C:5](=[CH:6][CH:7]=[CH:8][CH:9]=2)[N:4]=1)=[N+:21]=[N-:22]. (2) Given the reactants FC(F)(F)C1C=CC(C2C=CC=C(COC3C=CC(C4(CC(OCC)=O)COC4)=CC=3)C=2)=CC=1.[F:35][C:36]1[CH:37]=[C:38]([C:43]2([CH2:47][C:48]([O:50][CH2:51][CH3:52])=[O:49])[CH2:46][O:45][CH2:44]2)[CH:39]=[CH:40][C:41]=1[OH:42].OC1C=CC(C2(CC(OCC)=O)COC2)=CC=1.Br[CH2:71][C:72]1[CH:73]=[C:74]2[C:79](=[CH:80][CH:81]=1)[C:78]([CH3:83])([CH3:82])[CH2:77][CH2:76][C:75]2([CH3:85])[CH3:84], predict the reaction product. The product is: [F:35][C:36]1[CH:37]=[C:38]([C:43]2([CH2:47][C:48]([O:50][CH2:51][CH3:52])=[O:49])[CH2:46][O:45][CH2:44]2)[CH:39]=[CH:40][C:41]=1[O:42][CH2:71][C:72]1[CH:81]=[CH:80][C:79]2[C:78]([CH3:83])([CH3:82])[CH2:77][CH2:76][C:75]([CH3:85])([CH3:84])[C:74]=2[CH:73]=1. (3) Given the reactants C(O)(C(F)(F)F)=O.[CH3:8][CH:9]([CH3:52])[C@H:10]([NH:45][C:46]1[N:51]=[CH:50][CH:49]=[CH:48][N:47]=1)[C:11]([N:13]1[CH2:17][CH2:16][CH2:15][C@H:14]1[C:18]1[NH:19][C:20]([C:23]2[CH:28]=[CH:27][C:26]([C:29]3[CH:34]=[CH:33][C:32]([C:35]4[NH:39][C:38]([C@@H:40]5[CH2:44][CH2:43][CH2:42][NH:41]5)=[N:37][CH:36]=4)=[CH:31][CH:30]=3)=[CH:25][CH:24]=2)=[CH:21][N:22]=1)=[O:12].CCN(C(C)C)C(C)C.[CH3:62][O:63][C:64]([NH:66][C@@H:67]([CH:71]([CH3:73])[CH3:72])[C:68](O)=[O:69])=[O:65].CN(C(ON1N=NC2C=CC=NC1=2)=[N+](C)C)C.F[P-](F)(F)(F)(F)F, predict the reaction product. The product is: [CH3:62][O:63][C:64](=[O:65])[NH:66][C@H:67]([C:68]([N:41]1[CH2:42][CH2:43][CH2:44][C@H:40]1[C:38]1[NH:39][C:35]([C:32]2[CH:31]=[CH:30][C:29]([C:26]3[CH:27]=[CH:28][C:23]([C:20]4[NH:19][C:18]([C@@H:14]5[CH2:15][CH2:16][CH2:17][N:13]5[C:11](=[O:12])[C@H:10]([CH:9]([CH3:52])[CH3:8])[NH:45][C:46]5[N:51]=[CH:50][CH:49]=[CH:48][N:47]=5)=[N:22][CH:21]=4)=[CH:24][CH:25]=3)=[CH:34][CH:33]=2)=[CH:36][N:37]=1)=[O:69])[CH:71]([CH3:73])[CH3:72].